From a dataset of Catalyst prediction with 721,799 reactions and 888 catalyst types from USPTO. Predict which catalyst facilitates the given reaction. (1) Reactant: O[C:2]1([CH3:16])[NH:6][C:5](=[O:7])[CH:4]=[C:3]1[C:8]1[CH:13]=[CH:12][C:11]([O:14][CH3:15])=[CH:10][CH:9]=1.O=P12OP3(OP(OP(O3)(O1)=O)(=O)O2)=O. Product: [CH3:15][O:14][C:11]1[CH:12]=[CH:13][C:8]([C:3]2[C:2](=[CH2:16])[NH:6][C:5](=[O:7])[CH:4]=2)=[CH:9][CH:10]=1. The catalyst class is: 4. (2) Reactant: [Cl:1][C:2]1[CH:9]=[C:8]([OH:10])[CH:7]=[CH:6][C:3]=1[CH:4]=[O:5].[C:11](=O)([O-])[O-].[K+].[K+].CI.O. Product: [Cl:1][C:2]1[CH:9]=[C:8]([O:10][CH3:11])[CH:7]=[CH:6][C:3]=1[CH:4]=[O:5]. The catalyst class is: 9. (3) Reactant: [CH3:1][N:2]([S:20]([C:23]1[S:24][CH:25]=[CH:26][CH:27]=1)(=[O:22])=[O:21])[C:3]1[CH:4]=[C:5]([O:15][C:16]([F:19])([F:18])[F:17])[CH:6]=[C:7]2[C:11]=1[NH:10][C:9]([C:12](O)=[O:13])=[CH:8]2.[N:28]1(O)C2C=CC=CC=2N=N1.Cl.CN(C)CCCN=C=NCC.N. Product: [CH3:1][N:2]([S:20]([C:23]1[S:24][CH:25]=[CH:26][CH:27]=1)(=[O:21])=[O:22])[C:3]1[CH:4]=[C:5]([O:15][C:16]([F:19])([F:18])[F:17])[CH:6]=[C:7]2[C:11]=1[NH:10][C:9]([C:12]([NH2:28])=[O:13])=[CH:8]2. The catalyst class is: 145. (4) Reactant: [C:1]([O:5][C:6](=[O:20])[CH2:7][N:8]1[CH:12]=[CH:11][C:10]([C:13]2[CH:14]=[N:15][C:16]([NH2:19])=[N:17][CH:18]=2)=[N:9]1)([CH3:4])([CH3:3])[CH3:2].Cl[CH:22]([C:32]1([C:35]2[CH:36]=[C:37]3[C:42](=[CH:43][CH:44]=2)[N:41]=[CH:40][CH:39]=[CH:38]3)[CH2:34][CH2:33]1)[CH:23](N1C(=O)CCC1=O)O. Product: [C:1]([O:5][C:6](=[O:20])[CH2:7][N:8]1[CH:12]=[CH:11][C:10]([C:13]2[CH:14]=[N:15][C:16]3[N:17]([C:22]([C:32]4([C:35]5[CH:36]=[C:37]6[C:42](=[CH:43][CH:44]=5)[N:41]=[CH:40][CH:39]=[CH:38]6)[CH2:34][CH2:33]4)=[CH:23][N:19]=3)[CH:18]=2)=[N:9]1)([CH3:4])([CH3:2])[CH3:3]. The catalyst class is: 8. (5) Reactant: [NH2:1][C:2]1[C:11]([C:12]([O:14]N2C3C=C(Cl)C=CC=3N=N2)=O)=[C:5]2[N:6]=[CH:7][C:8]([F:10])=[CH:9][N:4]2[N:3]=1.[O:25]1[CH2:30][CH2:29][CH:28]([N:31]2[C:35]([NH2:36])=[CH:34][N:33]=[CH:32]2)[CH2:27][CH2:26]1. Product: [NH2:1][C:2]1[C:11]([C:12]([NH:36][C:35]2[N:31]([CH:28]3[CH2:29][CH2:30][O:25][CH2:26][CH2:27]3)[CH:32]=[N:33][CH:34]=2)=[O:14])=[C:5]2[N:6]=[CH:7][C:8]([F:10])=[CH:9][N:4]2[N:3]=1. The catalyst class is: 37.